Dataset: Full USPTO retrosynthesis dataset with 1.9M reactions from patents (1976-2016). Task: Predict the reactants needed to synthesize the given product. (1) Given the product [I:11][C:12]1[C:13]([NH:18][CH3:19])=[N:14][CH:15]=[N:16][CH:17]=1.[CH3:22][OH:21].[NH3:3], predict the reactants needed to synthesize it. The reactants are: ClC1C(I)=CN=C[N:3]=1.CN.[I:11][C:12]1[C:13]([NH:18][CH3:19])=[N:14][CH:15]=[N:16][CH:17]=1.B1(B2OC(C)(C)C(C)(C)O2)OC(C)(C)[C:22](C)(C)[O:21]1.CC([O-])=O.[K+].C([O-])([O-])=O.[K+].[K+]. (2) Given the product [C:8]([C:7]1[N:6]=[CH:5][C:4]([NH:10][C@H:11]([CH2:15][CH:16]([CH3:18])[CH3:17])[C:12]([NH2:14])=[O:13])=[CH:3][C:2]=1[NH:19][C:20]1[O:24][N:23]=[C:22]([C:25]2[CH:30]=[CH:29][CH:28]=[CH:27][CH:26]=2)[CH:21]=1)#[N:9], predict the reactants needed to synthesize it. The reactants are: Br[C:2]1[CH:3]=[C:4]([NH:10][C@H:11]([CH2:15][CH:16]([CH3:18])[CH3:17])[C:12]([NH2:14])=[O:13])[CH:5]=[N:6][C:7]=1[C:8]#[N:9].[NH2:19][C:20]1[O:24][N:23]=[C:22]([C:25]2[CH:30]=[CH:29][CH:28]=[CH:27][CH:26]=2)[CH:21]=1.O(C1C=CC=CC=1)[Na].O.O.O.CC1(C)C2C(=C(P(C3C=CC=CC=3)C3C=CC=CC=3)C=CC=2)OC2C(P(C3C=CC=CC=3)C3C=CC=CC=3)=CC=CC1=2. (3) Given the product [CH3:8][O:9][CH2:10][C:11]#[C:12][C:2]1[CH:7]=[CH:6][CH:5]=[CH:4][N:3]=1, predict the reactants needed to synthesize it. The reactants are: Br[C:2]1[CH:7]=[CH:6][CH:5]=[CH:4][N:3]=1.[CH3:8][O:9][CH2:10][C:11]#[CH:12]. (4) The reactants are: [CH3:1][O:2][C:3]1[N:4]=[CH:5][C:6]([CH:9]=O)=[N:7][CH:8]=1.[NH2:11][C:12]1[CH:13]=[C:14]([CH2:20][OH:21])[CH:15]=[C:16]([O:18][CH3:19])[CH:17]=1. Given the product [CH3:19][O:18][C:16]1[CH:15]=[C:14]([CH2:20][OH:21])[CH:13]=[C:12]([N:11]=[CH:9][C:6]2[CH:5]=[N:4][C:3]([O:2][CH3:1])=[CH:8][N:7]=2)[CH:17]=1, predict the reactants needed to synthesize it. (5) Given the product [CH2:1]([O:3][C:4](=[O:17])[CH:5]([N:7]1[C:15]2[C:10](=[CH:11][CH:12]=[C:13]([O:16][CH2:26][C:25]3[N:21]([CH2:20][C:19]([F:39])([F:18])[F:40])[N:22]=[C:23]([C:28]4[CH:33]=[CH:32][C:31]([O:34][C:35]([F:37])([F:38])[F:36])=[CH:30][CH:29]=4)[CH:24]=3)[CH:14]=2)[CH:9]=[CH:8]1)[CH3:6])[CH3:2], predict the reactants needed to synthesize it. The reactants are: [CH2:1]([O:3][C:4](=[O:17])[CH:5]([N:7]1[C:15]2[C:10](=[CH:11][CH:12]=[C:13]([OH:16])[CH:14]=2)[CH:9]=[CH:8]1)[CH3:6])[CH3:2].[F:18][C:19]([F:40])([F:39])[CH2:20][N:21]1[C:25]([CH2:26]O)=[CH:24][C:23]([C:28]2[CH:33]=[CH:32][C:31]([O:34][C:35]([F:38])([F:37])[F:36])=[CH:30][CH:29]=2)=[N:22]1.CN(C)C(N=NC(N(C)C)=O)=O.C(P(CCCC)CCCC)CCC. (6) Given the product [C:21]([C:25]1[CH:26]=[C:27]([CH3:28])[C:32](=[C:31]([C:34]2[CH:39]=[CH:38][CH:37]=[CH:36][CH:35]=2)[CH3:3])[CH:29]=1)([CH3:24])([CH3:23])[CH3:22], predict the reactants needed to synthesize it. The reactants are: [OH-].[K+].[CH2:3]1OCCOCCOCCOCCOCCOC1.[C:21]([C:25]1[CH:29]=[CH:28][CH2:27][C:26]=1C)([CH3:24])([CH3:23])[CH3:22].[C:31]([C:34]1[CH:39]=[CH:38][CH:37]=[CH:36][CH:35]=1)(=O)[CH3:32].Cl. (7) Given the product [CH3:5][N:6]([CH3:9])[C:7]1[O:8][C:18]([C:21]2[CH:22]=[CH:23][C:24]3[O:28][CH:27]=[C:26]([C:29]4[CH:34]=[CH:33][CH:32]=[C:31]([O:35][C:36]([F:37])([F:39])[F:38])[CH:30]=4)[C:25]=3[CH:40]=2)=[N:19][N:20]=1, predict the reactants needed to synthesize it. The reactants are: Cl.CON.[CH3:5][N:6]([CH3:9])[CH:7]=[O:8].[H-].[Na+].CS(C1O[C:18]([C:21]2[CH:22]=[CH:23][C:24]3[O:28][CH:27]=[C:26]([C:29]4[CH:34]=[CH:33][CH:32]=[C:31]([O:35][C:36]([F:39])([F:38])[F:37])[CH:30]=4)[C:25]=3[CH:40]=2)=[N:19][N:20]=1)(=O)=O. (8) Given the product [CH:32]1([CH2:31][O:30][C:22]2[CH:23]=[CH:24][C:25]3[O:26][CH2:27][O:28][C:29]=3[C:21]=2[C:20]2[C:15]3[NH:14][C:13]([CH3:35])=[C:12]([C:10]([NH:9][C@H:6]4[CH2:7][CH2:8][C@H:3]([NH:2][C:39](=[O:40])[CH2:38][O:37][CH3:36])[CH2:4][CH2:5]4)=[O:11])[C:16]=3[N:17]=[CH:18][N:19]=2)[CH2:34][CH2:33]1, predict the reactants needed to synthesize it. The reactants are: Cl.[NH2:2][C@H:3]1[CH2:8][CH2:7][C@H:6]([NH:9][C:10]([C:12]2[C:16]3[N:17]=[CH:18][N:19]=[C:20]([C:21]4[C:29]5[O:28][CH2:27][O:26][C:25]=5[CH:24]=[CH:23][C:22]=4[O:30][CH2:31][CH:32]4[CH2:34][CH2:33]4)[C:15]=3[NH:14][C:13]=2[CH3:35])=[O:11])[CH2:5][CH2:4]1.[CH3:36][O:37][CH2:38][C:39](Cl)=[O:40].